Dataset: Peptide-MHC class I binding affinity with 185,985 pairs from IEDB/IMGT. Task: Regression. Given a peptide amino acid sequence and an MHC pseudo amino acid sequence, predict their binding affinity value. This is MHC class I binding data. The peptide sequence is YLFQWNDNV. The MHC is HLA-A26:01 with pseudo-sequence HLA-A26:01. The binding affinity (normalized) is 0.0847.